Dataset: Catalyst prediction with 721,799 reactions and 888 catalyst types from USPTO. Task: Predict which catalyst facilitates the given reaction. Reactant: [C:1]([Si:5]([CH3:26])([CH3:25])[O:6][C:7]1[CH:16]=[C:15]2[C:10]([C:11]([CH2:21][CH2:22][O:23]C)=[C:12]([CH2:18]OC)[C:13](=[O:17])[O:14]2)=[CH:9][CH:8]=1)([CH3:4])([CH3:3])[CH3:2].[C:27]([Si:31]([CH3:49])([CH3:48])[O:32][C:33]1[CH:42]=[C:41]2[C:36]([C:37]([CH2:44][CH2:45][O:46][CH3:47])=[CH:38][C:39](=[O:43])[O:40]2)=[CH:35][CH:34]=1)([CH3:30])([CH3:29])[CH3:28].B(Br)(Br)[Br:51]. Product: [Br:51][CH2:18][C:12]1[C:13](=[O:17])[O:14][C:15]2[C:10]([C:11]=1[CH2:21][CH2:22][OH:23])=[CH:9][CH:8]=[C:7]([O:6][Si:5]([C:1]([CH3:4])([CH3:3])[CH3:2])([CH3:26])[CH3:25])[CH:16]=2.[C:27]([Si:31]([CH3:48])([CH3:49])[O:32][C:33]1[CH:42]=[C:41]2[C:36]([C:37]([CH2:44][CH2:45][O:46][CH3:47])=[CH:38][C:39](=[O:43])[O:40]2)=[CH:35][CH:34]=1)([CH3:30])([CH3:29])[CH3:28]. The catalyst class is: 2.